From a dataset of Forward reaction prediction with 1.9M reactions from USPTO patents (1976-2016). Predict the product of the given reaction. Given the reactants Cl[C:2]1[N:3]=[N:4][C:5]([O:8][CH2:9][C:10]2[N:11]([CH3:21])[N:12]=[N:13][C:14]=2[C:15]2[CH:20]=[CH:19][CH:18]=[CH:17][N:16]=2)=[CH:6][CH:7]=1.[C:22](=[O:25])([O-])[O-:23].[Na+].[Na+].[CH2:28](O)[CH3:29], predict the reaction product. The product is: [CH2:28]([O:23][C:22]([C:2]1[N:3]=[N:4][C:5]([O:8][CH2:9][C:10]2[N:11]([CH3:21])[N:12]=[N:13][C:14]=2[C:15]2[CH:20]=[CH:19][CH:18]=[CH:17][N:16]=2)=[CH:6][CH:7]=1)=[O:25])[CH3:29].